From a dataset of Reaction yield outcomes from USPTO patents with 853,638 reactions. Predict the reaction yield, written as a fraction of the theoretical maximum amount of product (1.0 means a 100% yield; for example, 0.34 means a 34% yield). (1) The reactants are [F:1][C:2]1[CH:3]=[CH:4][C:5]([CH3:19])=[C:6]([C:8]2[CH:17]=[C:16]3[C:11]([CH:12]=[C:13](N)[N:14]=[CH:15]3)=[CH:10][CH:9]=2)[CH:7]=1.C(Cl)(Cl)[Cl:21].N(OC(C)(C)C)=O.C([O-])([O-])=O.[Na+].[Na+]. The catalyst is C(OCC)(=O)C. The product is [Cl:21][C:13]1[N:14]=[CH:15][C:16]2[C:11]([CH:12]=1)=[CH:10][CH:9]=[C:8]([C:6]1[CH:7]=[C:2]([F:1])[CH:3]=[CH:4][C:5]=1[CH3:19])[CH:17]=2. The yield is 0.360. (2) The reactants are C(O[C@@H:5]1[O:17][C@H:16]([C@@H:18]([CH2:23][O:24][C:25](=[O:27])[CH3:26])[O:19][C:20](=[O:22])[CH3:21])[C@H:11]([O:12][C:13](=[O:15])[CH3:14])[C@H:6]1[O:7][C:8](=[O:10])[CH3:9])(=O)C.[Sn](Cl)(Cl)(Cl)Cl.[S:33]1C=CC=C1CC(O)=O.[CH3:42][CH2:43][O:44]C(C)=O. The catalyst is C(Cl)Cl.C([O-])(O)=O.[Na+]. The product is [C:43]([S:33][C@@H:5]1[O:17][C@H:16]([C@@H:18]([CH2:23][O:24][C:25](=[O:27])[CH3:26])[O:19][C:20](=[O:22])[CH3:21])[C@H:11]([O:12][C:13](=[O:15])[CH3:14])[C@H:6]1[O:7][C:8](=[O:10])[CH3:9])(=[O:44])[CH3:42]. The yield is 0.720. (3) The reactants are [OH:1][C:2]1[N:7]([C:8]2[CH:13]=[CH:12][CH:11]=[C:10]([C:14]([F:17])([F:16])[F:15])[CH:9]=2)[N:6]=[C:5]([C:18]2[N:22]([C:23]3[CH:28]=[CH:27][CH:26]=[CH:25][CH:24]=3)[N:21]=[CH:20][CH:19]=2)[C:4](=[O:29])[CH:3]=1.[CH3:30][Si](C=[N+]=[N-])(C)C. The catalyst is CO. The product is [CH3:30][O:1][C:2]1[N:7]([C:8]2[CH:13]=[CH:12][CH:11]=[C:10]([C:14]([F:15])([F:17])[F:16])[CH:9]=2)[N:6]=[C:5]([C:18]2[N:22]([C:23]3[CH:24]=[CH:25][CH:26]=[CH:27][CH:28]=3)[N:21]=[CH:20][CH:19]=2)[C:4](=[O:29])[CH:3]=1. The yield is 0.100. (4) The reactants are [N:1]1[CH:6]=[CH:5][CH:4]=[CH:3][C:2]=1[C:7]([C:10]1[CH:15]=[CH:14][CH:13]=[CH:12][N:11]=1)=[N:8]O.C([O-])(=O)C.[NH4+].[OH-].[Na+]. The catalyst is C(O)C.[Zn]. The product is [N:1]1[CH:6]=[CH:5][CH:4]=[CH:3][C:2]=1[CH:7]([C:10]1[CH:15]=[CH:14][CH:13]=[CH:12][N:11]=1)[NH2:8]. The yield is 0.610. (5) The reactants are [Cl:1][C:2]1[C:3](F)=[N:4][CH:5]=[C:6]([O:8][CH2:9][CH:10]([O:14][CH2:15][CH3:16])[O:11][CH2:12][CH3:13])[CH:7]=1.CC(C)([O-])C.[K+].CN(C)C(=O)C.[CH3:30][C:31]1[N:32]=[CH:33][C:34]([NH:37][C:38]2[C:47]3[C:42](=[CH:43][CH:44]=[C:45]([OH:48])[CH:46]=3)[N:41]=[CH:40][N:39]=2)=[N:35][CH:36]=1. The catalyst is C(Cl)(Cl)Cl. The product is [Cl:1][C:2]1[C:3]([O:48][C:45]2[CH:46]=[C:47]3[C:42](=[CH:43][CH:44]=2)[N:41]=[CH:40][N:39]=[C:38]3[NH:37][C:34]2[CH:33]=[N:32][C:31]([CH3:30])=[CH:36][N:35]=2)=[N:4][CH:5]=[C:6]([O:8][CH2:9][CH:10]([O:14][CH2:15][CH3:16])[O:11][CH2:12][CH3:13])[CH:7]=1. The yield is 0.530. (6) The catalyst is ClCCl. The product is [Br:2][C:3]1[CH:4]=[CH:5][C:6]([N:9]2[CH2:14][CH2:13][N:12]([S:23]([CH3:22])(=[O:25])=[O:24])[CH2:11][CH2:10]2)=[CH:7][CH:8]=1. The yield is 0.810. The reactants are Cl.[Br:2][C:3]1[CH:8]=[CH:7][C:6]([N:9]2[CH2:14][CH2:13][NH:12][CH2:11][CH2:10]2)=[CH:5][CH:4]=1.C(N(CC)CC)C.[CH3:22][S:23](Cl)(=[O:25])=[O:24].